This data is from Experimentally validated miRNA-target interactions with 360,000+ pairs, plus equal number of negative samples. The task is: Binary Classification. Given a miRNA mature sequence and a target amino acid sequence, predict their likelihood of interaction. (1) The miRNA is cel-miR-57-5p with sequence UACCCUGUAGAUCGAGCUGUGUGU. The protein sequence of the target gene is MPFLDIQKKLGISLDRHFMFLSAEQPYKNAARCHAFEKEWIECAHGIGGTRAKKECKIEFDDFEECLLRYKTMRRMHDIKKQREKLMKEGKYTPPPHHSGREEPRP. Result: 0 (no interaction). (2) The miRNA is hsa-miR-106b-5p with sequence UAAAGUGCUGACAGUGCAGAU. The protein sequence of the target gene is MEPGAGGRNTARAQRAGSPNTPPPREQERKLEQEKLSGVVKSVHRRLRKKYREVGDFDKIWREHCEDEETLCEYAVAMKNLADNHWAKTCEGEGRIEWCCSVCREYFQNGGKRKALEKDEKRAVLATKTTPALNMHESSQLEGHLTNLSFTNPEFITELLQASGKIRLLDVGSCFNPFLKFEEFLTVGIDIVPAVESVYKCDFLNLQLQQPLQLAQDAIDAFLKQLKNPIDSLPGELFHVVVFSLLLSYFPSPYQRWICCKKAHELLVLNGLLLIITPDSSHQNRHAMMMKSWKIAIESL.... Result: 1 (interaction). (3) The miRNA is mmu-miR-5128 with sequence CAAUUGGGGCUGGCGAGAUGGCU. The protein sequence of the target gene is MATRGTVTDFPGFDGRADAEVLRKAMKGLGTDEDSILNLLTSRSNAQRQEIAQEFKTLFGRDLVDDLKSELTGKFEKLIVAMMKPSRLYDAYELKHALKGAGTDEKVLTEIIASRTPEELSAIKQVYEEEYGSNLEDDVVGDTSGYYQRMLVVLLQANRDPDTAIDDAQVELDAQALFQAGELKWGTDEEKFITIFGTRSVSHLRRVFDKYMTISGFQIEETIDRETSGNLEQLLLAVVKSIRSIPAYLAETLYYAMKGAGTDDHTLIRVVVSRSEIDLFNIRKEFRKNFATSLYSMIKG.... Result: 0 (no interaction). (4) The miRNA is hsa-miR-548t-3p with sequence AAAAACCACAAUUACUUUUGCACCA. The protein sequence of the target gene is MESPGESGAGSPGAPSPSSFTTGHLAREKPAQDPLYDVPNASGGQAGGPQRPGRVVSLRERLLLTRPVWLQLQANAAAALHMLRTEPPGTFLVRKSNTRQCQALCMRLPEASGPSFVSSHYILESPGGVSLEGSELMFPDLVQLICAYCHTRDILLLPLQLPRAIHHAATHKELEAISHLGIEFWSSSLNIKAQRGPAGGPVLPQLKARSPQELDQGTGAALCFFNPLFPGDLGPTKREKFKRSFKVRVSTETSSPLSPPAVPPPPVPVLPGAVPSQTERLPPCQLLRRESSVGYRVPAG.... Result: 0 (no interaction). (5) The miRNA is hsa-miR-221-3p with sequence AGCUACAUUGUCUGCUGGGUUUC. The protein sequence of the target gene is MFGAASRMDTTAVCTGGVTESRGIVDSLQKFSSLPAYLPTNLHISNAEESFFLKEANQDLTRNSSLQARVEPFFIYRARTPPIINASYGPFSVEKIIPQELLLTSTAFGNMDKFPFNWKLKSHILDSSIYSNRPKVQTLFYVTGMGWDDSDLTEDLPCVKMFAFPEAREVAASCRLQGAPGLCVAELELLPEWFSSGLDLEPEEEIPALLGGTTMELFFTLYPADKAGQCPLEEEGKWENNIHSGLESPQQAFPARERIGSVVVYPTQDDLKWSLVSLDENVVISVPLNLVREGDTATFL.... Result: 1 (interaction). (6) The protein sequence of the target gene is MGEDDAALRASGRGLSDPWADSVGVRPRTTERHIAVHKRLVLAFAVSIVALLAVTMLAVLLSLRFDECGASAAMPGTDGGLGGFPERDSNSSFPGSARRNHHAGGESSQRESGEVGTPGTPSAQPPSEEEREQWQPWTQLRLSGHLKPLHYNLMLTAFMENFTFSGEVNVEIACRNATRYVVLHASRVAVEKVQVAEDRAFGAVPVAGFFLYPQTQVLVVVLNRTLDAQRHYNLKIIYNALIENELLGFFRSSYVIHGERRFLGVTQFSPTHARKAFPCFDEPIYKATFKISIKHQATYL.... The miRNA is rno-miR-423-3p with sequence AGCUCGGUCUGAGGCCCCUCAGU. Result: 0 (no interaction). (7) The miRNA is hsa-miR-7703 with sequence UUGCACUCUGGCCUUCUCCCAGG. The protein sequence of the target gene is MSCAEVMYHPQPYGASQYLPNPMAATTCPTAYYQPAPQPGQQKKLAVFSKMQDSLEVTLPSKQEEEDEEEEEEEKDQPAEMEYLNSRCVLFTYFQGDIGSVVDEHFSRALGQAITLHPESAISKSKMGLTPLWRDSSALSSQRNSFPTSFWTSSYQPPPAPCLGGVHPDFQVTGPPGTFSAADPSPWPGHNLHQTGPAPPPAVSESWPYPLTSQVSPSYSHMHDVYMRHHHPHAHMHHRHRHHHHHHHPPAGSALDPSYGPLLMPSVHAARIPAPQCDITKTEPTTVTSATSAWAGAFHG.... Result: 1 (interaction). (8) The miRNA is rno-miR-208b-3p with sequence AUAAGACGAACAAAAGGU. The protein sequence of the target gene is MTHFNKGPSYGLSAEVKNKIASKYDHQAEEDLRNWIEEVTGMSIGPNFQLGLKDGIILCELINKLQPGSVKKVNESSLNWPQLENIGNFIKAIQAYGMKPHDIFEANDLFENGNMTQVQTTLVALAGLAKTKGFHTTIDIGVKYAEKQTRRFDEGKLKAGQSVIGLQMGTNKCASQAGMTAYGTRRHLYDPKMQTDKPFDQTTISLQMGTNKGASQAGMLAPGTRRDIYDQKLTLQPVDNSTISLQMGTNKVASQKGMSVYGLGRQVYDPKYCAAPTEPVIHNGSQGTGTNGSEISDSDY.... Result: 0 (no interaction). (9) The miRNA is hsa-miR-8087 with sequence GAAGACUUCUUGGAUUACAGGGG. The protein sequence of the target gene is MVKLAKAGKNQGDPKKMAPPPKEVEEDSEDEEMSEDEEDDSSGEEVVIPQKKGKKAAATSAKKVVVSPTKKVAVATPAKKAAVTPGKKAAATPAKKTVTPAKAVTTPGKKGATPGKALVATPGKKGAAIPAKGAKNGKNAKKEDSDEEEDDDSEEDEEDDEDEDEDEDEIEPAAMKAAAAAPASEDEDDEDDEDDEDDDDDEEDDSEEEAMETTPAKGKKAAKVVPVKAKNVAEDEDEEEDDEDEDDDDDEDDEDDDDEDDEEEEEEEEEEPVKEAPGKRKKEMAKQKAAPEAKKQKVEG.... Result: 0 (no interaction). (10) The miRNA is hsa-miR-181b-5p with sequence AACAUUCAUUGCUGUCGGUGGGU. The protein sequence of the target gene is MASARGAKQSSPRVGTTRYTETSTVRVETSSHRVETSSRRVETSQRRSEGPSLSPSGKRLPRILEASSRHVESSSQRTETTSRHVRASSLRVETSLHCAESPTPRAKPAARQNEKTAR. Result: 1 (interaction).